From a dataset of Full USPTO retrosynthesis dataset with 1.9M reactions from patents (1976-2016). Predict the reactants needed to synthesize the given product. (1) Given the product [CH2:16]([O:15][C@@H:14]1[C@@H:9]([O:8][CH2:1][C:2]2[CH:3]=[CH:4][CH:5]=[CH:6][CH:7]=2)[C@H:10]([CH3:23])[O:11][CH:13]1[OH:25])[C:17]1[CH:18]=[CH:19][CH:20]=[CH:21][CH:22]=1, predict the reactants needed to synthesize it. The reactants are: [CH2:1]([O:8][C@@H:9]1[C@@H:14]([O:15][CH2:16][C:17]2[CH:22]=[CH:21][CH:20]=[CH:19][CH:18]=2)[CH:13]=C[O:11][C@H:10]1[CH3:23])[C:2]1[CH:7]=[CH:6][CH:5]=[CH:4][CH:3]=1.C([O-])(O)=[O:25].[Na+].C(=O)=O.CC(C)=O.O=[O+][O-].O=O.CSC.[Li+].[OH-]. (2) Given the product [CH2:12]([O:15][C:16]1([CH3:45])[CH2:17][CH2:18][N:19]([C:22]2[N:27]3[N:28]=[C:29]([CH2:31][O:9][CH2:8][C:5]4[CH:6]=[CH:7][C:2]([F:1])=[CH:3][C:4]=4[CH:10]=[CH2:11])[CH:30]=[C:26]3[N:25]=[C:24]([CH3:33])[C:23]=2[C@H:34]([O:40][C:41]([CH3:44])([CH3:43])[CH3:42])[C:35]([O:37][CH2:38][CH3:39])=[O:36])[CH2:20][CH2:21]1)[CH:13]=[CH2:14], predict the reactants needed to synthesize it. The reactants are: [F:1][C:2]1[CH:7]=[CH:6][C:5]([CH2:8][OH:9])=[C:4]([CH:10]=[CH2:11])[CH:3]=1.[CH2:12]([O:15][C:16]1([CH3:45])[CH2:21][CH2:20][N:19]([C:22]2[N:27]3[N:28]=[C:29]([CH2:31]I)[CH:30]=[C:26]3[N:25]=[C:24]([CH3:33])[C:23]=2[C@H:34]([O:40][C:41]([CH3:44])([CH3:43])[CH3:42])[C:35]([O:37][CH2:38][CH3:39])=[O:36])[CH2:18][CH2:17]1)[CH:13]=[CH2:14].[H-].[Na+]. (3) The reactants are: CS([C:4]1[N:9]=[C:8]([NH:10][C:11]2([C:14]3[CH:19]=[CH:18][CH:17]=[CH:16][CH:15]=3)[CH2:13][CH2:12]2)[C:7]([C:20]([NH2:22])=[O:21])=[CH:6][N:5]=1)=O.[C:23]([NH:26][C:27]1[CH:28]=[C:29]([CH:31]=[CH:32][CH:33]=1)[NH2:30])(=[O:25])[CH3:24]. Given the product [C:23]([NH:26][C:27]1[CH:28]=[C:29]([NH:30][C:4]2[N:9]=[C:8]([NH:10][C:11]3([C:14]4[CH:19]=[CH:18][CH:17]=[CH:16][CH:15]=4)[CH2:13][CH2:12]3)[C:7]([C:20]([NH2:22])=[O:21])=[CH:6][N:5]=2)[CH:31]=[CH:32][CH:33]=1)(=[O:25])[CH3:24], predict the reactants needed to synthesize it. (4) Given the product [Br:19][C:17]1[N:18]=[CH:14][S:15][C:16]=1[C@@H:29]([NH:30][S@@:31]([C:33]([CH3:36])([CH3:35])[CH3:34])=[O:32])[C@H:28]([C:22]1[CH:23]=[CH:24][CH:25]=[C:26]([F:27])[C:21]=1[F:20])[CH2:37][CH2:38][CH:39]=[CH2:40], predict the reactants needed to synthesize it. The reactants are: C(NC(C)C)(C)C.[Li]CCCC.Br[C:14]1[S:15][CH:16]=[C:17]([Br:19])[N:18]=1.[F:20][C:21]1[C:26]([F:27])=[CH:25][CH:24]=[CH:23][C:22]=1[C@H:28]([CH2:37][CH2:38][CH:39]=[CH2:40])/[CH:29]=[N:30]/[S@@:31]([C:33]([CH3:36])([CH3:35])[CH3:34])=[O:32].CO. (5) Given the product [ClH:17].[CH3:1][O:2][C@H:3]1[CH2:8][CH2:7][NH:6][C@@H:5]([CH3:16])[CH2:4]1, predict the reactants needed to synthesize it. The reactants are: [CH3:1][O:2][C@H:3]1[CH2:8][CH2:7][N:6](C(OC(C)(C)C)=O)[C@@H:5]([CH3:16])[CH2:4]1.[ClH:17]. (6) Given the product [CH3:8][C:7]1[N:6]([CH2:9][C:10]([OH:12])=[O:11])[C:5](=[O:13])[C:4]([NH:14][CH2:15][CH2:16][C:17]2[CH:18]=[CH:19][CH:20]=[CH:21][CH:22]=2)=[N:3][CH:2]=1, predict the reactants needed to synthesize it. The reactants are: Cl[C:2]1[N:3]=[C:4]([NH:14][CH2:15][CH2:16][C:17]2[CH:22]=[CH:21][CH:20]=[CH:19][CH:18]=2)[C:5](=[O:13])[N:6]([CH2:9][C:10]([OH:12])=[O:11])[C:7]=1[CH3:8].[OH-].[K+]. (7) Given the product [Cl:11][C:12]1[CH:17]=[CH:16][C:15]([C:18]2[NH:27][C:26](=[O:28])[C:25]3[C:20](=[CH:21][C:22]([O:31][CH3:32])=[CH:23][C:24]=3[O:29][CH3:30])[N:19]=2)=[C:14]([NH:35][CH:36]2[CH2:41][CH2:40][N:39]([C:42](=[O:46])[CH:43]([CH3:44])[CH3:45])[CH2:38][CH2:37]2)[CH:13]=1, predict the reactants needed to synthesize it. The reactants are: C[Si]([N-][Si](C)(C)C)(C)C.[Li+].[Cl:11][C:12]1[CH:17]=[CH:16][C:15]([C:18]2[NH:27][C:26](=[O:28])[C:25]3[C:20](=[CH:21][C:22]([O:31][CH3:32])=[CH:23][C:24]=3[O:29][CH3:30])[N:19]=2)=[C:14](F)[CH:13]=1.Cl.[NH2:35][CH:36]1[CH2:41][CH2:40][N:39]([C:42](=[O:46])[CH:43]([CH3:45])[CH3:44])[CH2:38][CH2:37]1.